From a dataset of Forward reaction prediction with 1.9M reactions from USPTO patents (1976-2016). Predict the product of the given reaction. (1) Given the reactants [CH2:1]([O:3][C:4]([N:6]=[C:7]=[S:8])=[O:5])[CH3:2].[NH2:9][C:10]1[CH:15]=[C:14]([Cl:16])[CH:13]=[CH:12][N:11]=1, predict the reaction product. The product is: [Cl:16][C:14]1[CH:13]=[CH:12][N:11]=[C:10]([NH:9][C:7]([NH:6][C:4](=[O:5])[O:3][CH2:1][CH3:2])=[S:8])[CH:15]=1. (2) Given the reactants [OH:1][C@H:2]([CH2:7][CH2:8][CH:9]=[CH2:10])CC(O)=O.F[B-](F)(F)F.[CH3:16][O+](C)C.CN(C)C1C2C(=CC=CC=2N(C)C)C=CC=1.Cl.[C:37]([O:40][CH2:41]C)(=[O:39])[CH3:38], predict the reaction product. The product is: [CH3:41][O:40][C:37](=[O:39])[CH2:38][C@H:2]([O:1][CH3:16])[CH2:7][CH2:8][CH:9]=[CH2:10].